From a dataset of Full USPTO retrosynthesis dataset with 1.9M reactions from patents (1976-2016). Predict the reactants needed to synthesize the given product. (1) Given the product [C:1]([O:7][CH2:8][C@@H:9]([O:10][C:2]([CH3:4])([CH3:3])[CH3:1])[C:11]1[C:12]([C:23]2[CH:28]=[CH:27][C:26]([Cl:29])=[CH:25][CH:24]=2)=[C:13]2[C:18](=[CH:19][C:20]=1[Cl:21])[N:17]=[C:16]([CH3:22])[CH:15]=[CH:14]2)(=[O:6])[C:2]([CH3:4])([CH3:5])[CH3:3], predict the reactants needed to synthesize it. The reactants are: [C:1]([O:7][CH2:8][C@H:9]([C:11]1[C:12]([C:23]2[CH:28]=[CH:27][C:26]([Cl:29])=[CH:25][CH:24]=2)=[C:13]2[C:18](=[CH:19][C:20]=1[Cl:21])[N:17]=[C:16]([CH3:22])[CH:15]=[CH:14]2)[OH:10])(=[O:6])[C:2]([CH3:5])([CH3:4])[CH3:3].Cl(O)(=O)(=O)=O. (2) Given the product [CH:15]1[C:16]2[C:2](=[O:3])[NH:1][C:4]3[CH:9]=[CH:8][CH:7]=[CH:6][C:5]=3[S:10][C:11]=2[CH:12]=[CH:13][CH:14]=1, predict the reactants needed to synthesize it. The reactants are: [N:1]([C:4]1[CH:9]=[CH:8][CH:7]=[CH:6][C:5]=1[S:10][C:11]1[CH:16]=[CH:15][CH:14]=[CH:13][CH:12]=1)=[C:2]=[O:3].[Cl-].[Cl-].[Cl-].[Al+3]. (3) Given the product [C:1]([O:5][C:6](=[O:17])[NH:7][C@H:8]([C:10]1[CH:15]=[CH:14][CH:13]=[C:12]([N:27]2[CH2:28][CH2:29][N:24]([C:19]3[CH:20]=[CH:21][CH:22]=[CH:23][N:18]=3)[CH2:25][CH2:26]2)[CH:11]=1)[CH3:9])([CH3:4])([CH3:3])[CH3:2], predict the reactants needed to synthesize it. The reactants are: [C:1]([O:5][C:6](=[O:17])[NH:7][C@H:8]([C:10]1[CH:15]=[CH:14][CH:13]=[C:12](Br)[CH:11]=1)[CH3:9])([CH3:4])([CH3:3])[CH3:2].[N:18]1[CH:23]=[CH:22][CH:21]=[CH:20][C:19]=1[N:24]1[CH2:29][CH2:28][NH:27][CH2:26][CH2:25]1.P([O-])([O-])([O-])=O.[K+].[K+].[K+].